Predict which catalyst facilitates the given reaction. From a dataset of Catalyst prediction with 721,799 reactions and 888 catalyst types from USPTO. Reactant: [NH2:1][CH2:2][CH:3]1[N:19](C(OC(C)(C)C)=O)[CH2:18][CH2:17][CH2:16][C:4]21[CH2:8][N:7]([CH2:9][C:10]1[CH:15]=[CH:14][CH:13]=[CH:12][CH:11]=1)[CH2:6][CH2:5]2.FC(F)(F)C(O)=O.C(=O)([O-])O.[Na+]. Product: [CH2:9]([N:7]1[CH2:6][CH2:5][C:4]2([CH2:16][CH2:17][CH2:18][NH:19][CH:3]2[CH2:2][NH2:1])[CH2:8]1)[C:10]1[CH:11]=[CH:12][CH:13]=[CH:14][CH:15]=1. The catalyst class is: 4.